This data is from Forward reaction prediction with 1.9M reactions from USPTO patents (1976-2016). The task is: Predict the product of the given reaction. Given the reactants [CH2:1]([O:3][C:4](=[O:16])[CH2:5][N:6]1[C:14]2[C:9](=[CH:10][CH:11]=[C:12]([OH:15])[CH:13]=2)[CH:8]=[CH:7]1)[CH3:2].[F:17][CH:18]([F:37])[N:19]1[C:23]([CH2:24]O)=[CH:22][C:21]([C:26]2[CH:31]=[CH:30][C:29]([O:32][C:33]([F:36])([F:35])[F:34])=[CH:28][CH:27]=2)=[N:20]1.CN(C)C(N=NC(N(C)C)=O)=O.C(P(CCCC)CCCC)CCC, predict the reaction product. The product is: [CH2:1]([O:3][C:4](=[O:16])[CH2:5][N:6]1[C:14]2[C:9](=[CH:10][CH:11]=[C:12]([O:15][CH2:24][C:23]3[N:19]([CH:18]([F:37])[F:17])[N:20]=[C:21]([C:26]4[CH:27]=[CH:28][C:29]([O:32][C:33]([F:35])([F:34])[F:36])=[CH:30][CH:31]=4)[CH:22]=3)[CH:13]=2)[CH:8]=[CH:7]1)[CH3:2].